The task is: Predict the reactants needed to synthesize the given product.. This data is from Full USPTO retrosynthesis dataset with 1.9M reactions from patents (1976-2016). (1) Given the product [F:37][C:34]([F:35])([F:36])[C:26]1[CH:25]=[C:24]([CH2:23][O:22][C@@H:10]2[CH2:11][CH2:12][C@@H:13]3[NH:8][C@@:9]2([C:38]2[CH:43]=[CH:42][CH:41]=[CH:40][CH:39]=2)[CH2:15][C@@H:14]3[C:16]2[NH:17][C:18](=[O:21])[NH:19][N:20]=2)[CH:29]=[C:28]([C:30]([F:31])([F:32])[F:33])[CH:27]=1, predict the reactants needed to synthesize it. The reactants are: C([N:8]1[C@@H:13]2[C@@H:14]([C:16]3[NH:17][C:18](=[O:21])[NH:19][N:20]=3)[CH2:15][C@@:9]1([C:38]1[CH:43]=[CH:42][CH:41]=[CH:40][CH:39]=1)[C@H:10]([O:22][CH2:23][C:24]1[CH:29]=[C:28]([C:30]([F:33])([F:32])[F:31])[CH:27]=[C:26]([C:34]([F:37])([F:36])[F:35])[CH:25]=1)[CH2:11][CH2:12]2)C1C=CC=CC=1. (2) Given the product [NH:1]([C:2]1[CH:3]=[CH:4][C:5]([C:8]([CH3:14])([CH3:15])[C:9]([O:11][CH2:12][CH3:13])=[O:10])=[CH:6][CH:7]=1)[NH2:16], predict the reactants needed to synthesize it. The reactants are: [NH2:1][C:2]1[CH:7]=[CH:6][C:5]([C:8]([CH3:15])([CH3:14])[C:9]([O:11][CH2:12][CH3:13])=[O:10])=[CH:4][CH:3]=1.[N:16]([O-])=O.[Na+].O.O.[Sn](Cl)Cl.C(OC)(C)(C)C.